From a dataset of Forward reaction prediction with 1.9M reactions from USPTO patents (1976-2016). Predict the product of the given reaction. Given the reactants C(=[C:8]1[C:17]2[N:16]=[CH:15][CH:14]=[CH:13][C:12]=2[CH2:11][CH2:10][CH2:9]1)C1C=CC=CC=1.[O:18]=[O+][O-], predict the reaction product. The product is: [N:16]1[C:17]2[C:8](=[O:18])[CH2:9][CH2:10][CH2:11][C:12]=2[CH:13]=[CH:14][CH:15]=1.